From a dataset of Forward reaction prediction with 1.9M reactions from USPTO patents (1976-2016). Predict the product of the given reaction. (1) Given the reactants N=[S:2]1[C:6]2[CH:7]=[C:8]([O:11][CH3:12])[CH:9]=[CH:10][C:5]=2[N:4]=[CH:3]1.[C:13]([C:17]1[CH:30]=[CH:29][CH:28]=[CH:27][C:18]=1[O:19][C:20]1[C:25]([NH2:26])=[CH:24][CH:23]=[CH:22][N:21]=1)([CH3:16])([CH3:15])[CH3:14], predict the reaction product. The product is: [C:13]([C:17]1[CH:30]=[CH:29][CH:28]=[CH:27][C:18]=1[O:19][C:20]1[C:25]([NH:26][C:3]2[S:2][C:6]3[CH:7]=[C:8]([O:11][CH3:12])[CH:9]=[CH:10][C:5]=3[N:4]=2)=[CH:24][CH:23]=[CH:22][N:21]=1)([CH3:16])([CH3:14])[CH3:15]. (2) The product is: [C:1]([O:4][C:5]1[C:10]([C:11]([CH3:14])([CH3:13])[CH3:12])=[CH:9][C:8]2[O:15][C:17]([CH3:19])([CH3:18])[CH2:16][C:7]=2[C:6]=1[CH3:21])(=[O:3])[CH3:2]. Given the reactants [C:1]([O:4][C:5]1[C:10]([C:11]([CH3:14])([CH3:13])[CH3:12])=[CH:9][C:8]([OH:15])=[C:7]([CH:16](O)[CH:17]([CH3:19])[CH3:18])[C:6]=1[CH3:21])(=[O:3])[CH3:2].B(F)(F)F.CCOCC, predict the reaction product.